From a dataset of Full USPTO retrosynthesis dataset with 1.9M reactions from patents (1976-2016). Predict the reactants needed to synthesize the given product. (1) Given the product [NH2:1][C:2]1[CH:16]=[CH:15][C:14]([Cl:17])=[CH:13][C:3]=1[C:4]([C:6]1[CH:11]=[CH:10][CH:9]=[CH:8][C:7]=1[Cl:12])([OH:5])[CH3:18], predict the reactants needed to synthesize it. The reactants are: [NH2:1][C:2]1[CH:16]=[CH:15][C:14]([Cl:17])=[CH:13][C:3]=1[C:4]([C:6]1[CH:11]=[CH:10][CH:9]=[CH:8][C:7]=1[Cl:12])=[O:5].[CH3:18][Mg]Br.Cl. (2) The reactants are: [C:1]([O:5][C:6]([N:8]1[CH2:13][CH2:12][CH:11]([O:14][C:15]2[CH:20]=[CH:19][C:18]([NH:21][CH2:22][C:23]3[N:27]([CH2:28][C:29](=[O:37])[NH:30][CH:31]4[CH2:36][CH2:35][CH2:34][CH2:33][CH2:32]4)[C:26]4[CH:38]=[CH:39][C:40]([C:42]#[N:43])=[CH:41][C:25]=4[N:24]=3)=[CH:17][CH:16]=2)[CH2:10][CH2:9]1)=[O:7])([CH3:4])([CH3:3])[CH3:2].C(=O)([O-])[O-].[K+].[K+].Br[CH2:51][C:52]([O:54][CH2:55][CH3:56])=[O:53].O. Given the product [C:1]([O:5][C:6]([N:8]1[CH2:9][CH2:10][CH:11]([O:14][C:15]2[CH:20]=[CH:19][C:18]([N:21]([CH2:22][C:23]3[N:27]([CH2:28][C:29](=[O:37])[NH:30][CH:31]4[CH2:32][CH2:33][CH2:34][CH2:35][CH2:36]4)[C:26]4[CH:38]=[CH:39][C:40]([C:42]#[N:43])=[CH:41][C:25]=4[N:24]=3)[CH2:51][C:52]([O:54][CH2:55][CH3:56])=[O:53])=[CH:17][CH:16]=2)[CH2:12][CH2:13]1)=[O:7])([CH3:4])([CH3:2])[CH3:3], predict the reactants needed to synthesize it. (3) Given the product [Br:28][CH2:1][C:2]1[CH:27]=[CH:26][C:5]2[N:6]3[C:23]([C:24]#[N:25])=[CH:22][CH:21]=[C:7]3[C:8]3([CH2:10][CH2:11][N:12]([C:15](=[O:20])[C:16]([F:17])([F:18])[F:19])[CH2:13][CH2:14]3)[O:9][C:4]=2[CH:3]=1, predict the reactants needed to synthesize it. The reactants are: [CH3:1][C:2]1[CH:27]=[CH:26][C:5]2[N:6]3[C:23]([C:24]#[N:25])=[CH:22][CH:21]=[C:7]3[C:8]3([CH2:14][CH2:13][N:12]([C:15](=[O:20])[C:16]([F:19])([F:18])[F:17])[CH2:11][CH2:10]3)[O:9][C:4]=2[CH:3]=1.[Br:28]N1C(=O)CCC1=O.C(C(N=NC(C)(C)C#N)(C)C)#N.